This data is from Reaction yield outcomes from USPTO patents with 853,638 reactions. The task is: Predict the reaction yield, written as a fraction of the theoretical maximum amount of product (1.0 means a 100% yield; for example, 0.34 means a 34% yield). The reactants are [CH3:1][N:2]([CH2:13][CH:14]1[CH2:18][CH2:17][N:16]([CH3:19])[CH2:15]1)[C:3]1[O:4][C:5]2[CH:11]=[CH:10][C:9]([NH2:12])=[CH:8][C:6]=2[N:7]=1.[F:20][C:21]1[CH:26]=[CH:25][C:24]([C:27]2[CH:32]=[CH:31][C:30]([C:33](O)=[O:34])=[CH:29][CH:28]=2)=[CH:23][CH:22]=1.CN(C(ON1N=NC2C=CC=NC1=2)=[N+](C)C)C.F[P-](F)(F)(F)(F)F. The catalyst is C(Cl)Cl. The product is [CH3:1][N:2]([CH2:13][CH:14]1[CH2:18][CH2:17][N:16]([CH3:19])[CH2:15]1)[C:3]1[O:4][C:5]2[CH:11]=[CH:10][C:9]([NH:12][C:33]([C:30]3[CH:29]=[CH:28][C:27]([C:24]4[CH:25]=[CH:26][C:21]([F:20])=[CH:22][CH:23]=4)=[CH:32][CH:31]=3)=[O:34])=[CH:8][C:6]=2[N:7]=1. The yield is 0.300.